Dataset: Catalyst prediction with 721,799 reactions and 888 catalyst types from USPTO. Task: Predict which catalyst facilitates the given reaction. (1) Reactant: [N:1]1[CH:6]=[CH:5][CH:4]=[CH:3][C:2]=1[C:7]1[N:11]2[CH:12]=[CH:13][CH:14]=[N:15][C:10]2=[N:9][C:8]=1[CH:16]([NH2:18])[CH3:17].[NH2:19][C:20]1[C:25]([C:26]#[N:27])=[C:24](Cl)[N:23]=[CH:22][N:21]=1.CCN(C(C)C)C(C)C. Product: [NH2:19][C:20]1[C:25]([C:26]#[N:27])=[C:24]([NH:18][CH:16]([C:8]2[N:9]=[C:10]3[N:15]=[CH:14][CH:13]=[CH:12][N:11]3[C:7]=2[C:2]2[CH:3]=[CH:4][CH:5]=[CH:6][N:1]=2)[CH3:17])[N:23]=[CH:22][N:21]=1. The catalyst class is: 51. (2) Reactant: C1(P(C2C=CC=CC=2)C2C=CC=CC=2)C=CC=CC=1.BrN1C(=O)CCC1=O.[CH:28]1([CH2:33][CH:34]([C:38]2[CH:43]=[CH:42][C:41]([S:44]([C:47]([F:50])([F:49])[F:48])(=[O:46])=[O:45])=[CH:40][CH:39]=2)[C:35]([OH:37])=O)[CH2:32][CH2:31][CH2:30][CH2:29]1.[NH2:51][C:52]1[S:53][CH:54]=[C:55]([CH2:57][C:58]([O:60][CH2:61][CH3:62])=[O:59])[N:56]=1. Product: [CH2:61]([O:60][C:58](=[O:59])[CH2:57][C:55]1[N:56]=[C:52]([NH:51][C:35](=[O:37])[CH:34]([C:38]2[CH:39]=[CH:40][C:41]([S:44]([C:47]([F:49])([F:48])[F:50])(=[O:45])=[O:46])=[CH:42][CH:43]=2)[CH2:33][CH:28]2[CH2:29][CH2:30][CH2:31][CH2:32]2)[S:53][CH:54]=1)[CH3:62]. The catalyst class is: 2. (3) Reactant: [CH3:1][C:2](=O)[CH2:3][CH3:4].[Br:6][C:7]1[CH:8]=[CH:9][C:10]([NH:13]N)=[N:11][CH:12]=1. Product: [Br:6][C:7]1[CH:8]=[C:9]2[C:3]([CH3:4])=[C:2]([CH3:1])[NH:13][C:10]2=[N:11][CH:12]=1. The catalyst class is: 8. (4) Reactant: [O:1]1[CH:6]2[CH:2]1[CH2:3][O:4][CH2:5]2.[CH2:7]([NH:10][CH2:11][CH:12]=[CH2:13])[CH:8]=[CH2:9]. Product: [CH2:7]([N:10]([CH2:11][CH:12]=[CH2:13])[C@@H:6]1[CH2:5][O:4][CH2:3][C@H:2]1[OH:1])[CH:8]=[CH2:9]. The catalyst class is: 8. (5) Reactant: C(P([CH:8]([CH3:10])[CH3:9])C(C)C)(C)C.C(P(=O)([CH:18]([CH3:20])[CH3:19])C(C)C)(C)C.[C:22]1([C:22]2[CH:27]=[CH:26][CH:25]=[CH:24][CH:23]=2)[CH:27]=[CH:26][CH:25]=[CH:24][CH:23]=1.CP(C)C.C1(P(C2CCCCC2)C2CCCCC2)CCCCC1.C1(P(C2C=CC=CC=2)C2C=CC=CC=2)C=CC=CC=1.C(P(C(C)(C)C)C(C)(C)C)(C)(C)C.C([O-])(=[O:91])C.C(O)(C(F)(F)F)C(F)(F)F.P.FC(F)(F)C(O)=O.C1(=O)CCCCC1.IC1C=CC=CC=1. Product: [C:22]1([CH:9]2[CH2:8][CH2:10][CH2:19][C:18](=[O:91])[CH2:20]2)[CH:27]=[CH:26][CH:25]=[CH:24][CH:23]=1. The catalyst class is: 12. (6) Reactant: C(O)(C(F)(F)F)=O.[F:8][C:9]([F:43])([F:42])[C:10]([C:16]1[CH:21]=[CH:20][C:19]([C:22]2[CH:27]=[CH:26][CH:25]=[C:24]([CH2:28][CH:29]3[CH2:34][CH2:33][CH2:32][N:31](C(OC(C)(C)C)=O)[CH2:30]3)[CH:23]=2)=[CH:18][CH:17]=1)([OH:15])[C:11]([F:14])([F:13])[F:12].[CH:44](=O)[C:45]1[CH:50]=[CH:49][N:48]=[CH:47][CH:46]=1.[BH-](OC(C)=O)(OC(C)=O)OC(C)=O.[Na+]. Product: [F:14][C:11]([F:13])([F:12])[C:10]([C:16]1[CH:21]=[CH:20][C:19]([C:22]2[CH:27]=[CH:26][CH:25]=[C:24]([CH2:28][CH:29]3[CH2:34][CH2:33][CH2:32][N:31]([CH2:44][C:45]4[CH:50]=[CH:49][N:48]=[CH:47][CH:46]=4)[CH2:30]3)[CH:23]=2)=[CH:18][CH:17]=1)([OH:15])[C:9]([F:8])([F:42])[F:43]. The catalyst class is: 100. (7) Reactant: C[O:2][C:3]([C:5]1[N:9]([CH2:10][C:11]2[CH:16]=[CH:15][C:14]([O:17][CH3:18])=[CH:13][CH:12]=2)[N:8]=[C:7]([NH2:19])[CH:6]=1)=[O:4].[NH:20]([C:28]([O:30][C:31]([CH3:34])([CH3:33])[CH3:32])=[O:29])[C@H:21]([C:25](O)=[O:26])[CH:22]([CH3:24])[CH3:23].C(P1(=O)OP(CCC)(=O)OP(CCC)(=O)O1)CC.CN1CCOCC1. Product: [C:31]([O:30][C:28]([NH:20][CH:21]([CH:22]([CH3:24])[CH3:23])[C:25]([NH:19][C:7]1[CH:6]=[C:5]([C:3]([OH:2])=[O:4])[N:9]([CH2:10][C:11]2[CH:16]=[CH:15][C:14]([O:17][CH3:18])=[CH:13][CH:12]=2)[N:8]=1)=[O:26])=[O:29])([CH3:34])([CH3:33])[CH3:32]. The catalyst class is: 4. (8) Reactant: [CH2:1]([O:8][C:9](=[O:22])[NH:10][C@H:11]([C:15](=[O:21])[NH:16][CH2:17][CH2:18][CH:19]=O)[C@@H:12]([OH:14])[CH3:13])[C:2]1[CH:7]=[CH:6][CH:5]=[CH:4][CH:3]=1.[NH2:23][C@H:24]([C@@H:30]([OH:52])[C@H:31]1[C@@H:35]([O:36][C:37](=[O:39])[CH3:38])[C@@H:34]([O:40][C:41](=[O:43])[CH3:42])[C@H:33]([N:44]2[CH:49]=[CH:48][C:47](=[O:50])[NH:46][C:45]2=[O:51])[O:32]1)[C:25]([O:27][CH2:28][CH3:29])=[O:26].N[C@H]([C@@H](O)[C@H]1[C@@H](OC(=O)C)[C@@H](OC(=O)C)[C@@H](N2C=CC(=O)NC2=O)O1)C(OCC)=O.C(O[BH-](OC(=O)C)OC(=O)C)(=O)C.[Na+]. Product: [C:37]([O:36][C@H:35]1[C@@H:34]([O:40][C:41](=[O:43])[CH3:42])[C@@H:33]([N:44]2[CH:49]=[CH:48][C:47](=[O:50])[NH:46][C:45]2=[O:51])[O:32][C@@H:31]1[C@H:30]([OH:52])[CH:24]([C:25]([O:27][CH2:28][CH3:29])=[O:26])[NH:23][CH2:19][CH2:18][CH2:17][NH:16][C:15](=[O:21])[C@H:11]([C@@H:12]([OH:14])[CH3:13])[NH:10][C:9](=[O:22])[O:8][CH2:1][C:2]1[CH:7]=[CH:6][CH:5]=[CH:4][CH:3]=1)(=[O:39])[CH3:38]. The catalyst class is: 506. (9) Reactant: [CH3:1][C:2]1[CH:3]=[N:4][C:5]2[N:6]([N:8]=[CH:9][C:10]=2[C:11]([OH:13])=O)[CH:7]=1.[CH3:14][O:15][CH2:16][CH:17]([C:19]1[CH:24]=[CH:23][C:22]([O:25][C:26]([F:29])([F:28])[F:27])=[CH:21][CH:20]=1)[NH2:18].O.ON1C2C=CC=CC=2N=N1.Cl.CN(C)CCCN=C=NCC. Product: [CH3:14][O:15][CH2:16][CH:17]([NH:18][C:11]([C:10]1[CH:9]=[N:8][N:6]2[CH:7]=[C:2]([CH3:1])[CH:3]=[N:4][C:5]=12)=[O:13])[C:19]1[CH:20]=[CH:21][C:22]([O:25][C:26]([F:27])([F:29])[F:28])=[CH:23][CH:24]=1. The catalyst class is: 35. (10) Reactant: [CH2:1]([O:3][C:4]([CH2:6][CH:7]1[C:16]2[C:11](=[CH:12][C:13]([OH:17])=[CH:14][CH:15]=2)[CH2:10][CH2:9][N:8]1[C:18]([O:20][C:21]([CH3:24])([CH3:23])[CH3:22])=[O:19])=[O:5])[CH3:2].C(=O)([O-])[O-:26].[K+].[K+].[CH3:31][N:32]([CH3:36])[C:33](Cl)=[O:34].O. Product: [CH3:31][N:32]([CH3:36])[C:33]([O:17][C:13]1([OH:26])[CH:14]=[CH:15][C:16]2[CH:7]([CH2:6][C:4]([O:3][CH2:1][CH3:2])=[O:5])[N:8]([C:18]([O:20][C:21]([CH3:23])([CH3:22])[CH3:24])=[O:19])[CH2:9][CH2:10][C:11]=2[CH2:12]1)=[O:34]. The catalyst class is: 9.